Dataset: Full USPTO retrosynthesis dataset with 1.9M reactions from patents (1976-2016). Task: Predict the reactants needed to synthesize the given product. (1) Given the product [C:22]([C:21]1[C:20]([NH:1][C:2]2[S:6][N:5]=[C:4]([CH3:7])[C:3]=2[C:8]([NH:10][C:11]2[CH:16]=[CH:15][CH:14]=[CH:13][C:12]=2[CH2:17][CH3:18])=[O:9])=[N:27][CH:26]=[CH:25][CH:24]=1)#[N:23], predict the reactants needed to synthesize it. The reactants are: [NH2:1][C:2]1[S:6][N:5]=[C:4]([CH3:7])[C:3]=1[C:8]([NH:10][C:11]1[CH:16]=[CH:15][CH:14]=[CH:13][C:12]=1[CH2:17][CH3:18])=[O:9].Cl[C:20]1[N:27]=[CH:26][CH:25]=[CH:24][C:21]=1[C:22]#[N:23].C(=O)([O-])[O-].[Cs+].[Cs+].CC1(C)C2C(=C(P(C3C=CC=CC=3)C3C=CC=CC=3)C=CC=2)OC2C(P(C3C=CC=CC=3)C3C=CC=CC=3)=CC=CC1=2. (2) The reactants are: [F:1][C:2]1[CH:7]=[CH:6][C:5]([C:8]2[C:16]3[C:15]([CH2:17][CH2:18][CH2:19][CH2:20][O:21][C:22]4[CH:23]=[N:24][CH:25]=[C:26]([CH:31]=4)[C:27]([O:29]C)=O)=[N:14][CH:13]=[N:12][C:11]=3[S:10][CH:9]=2)=[CH:4][CH:3]=1.[NH3:32]. Given the product [F:1][C:2]1[CH:7]=[CH:6][C:5]([C:8]2[C:16]3[C:15]([CH2:17][CH2:18][CH2:19][CH2:20][O:21][C:22]4[CH:23]=[N:24][CH:25]=[C:26]([CH:31]=4)[C:27]([NH2:32])=[O:29])=[N:14][CH:13]=[N:12][C:11]=3[S:10][CH:9]=2)=[CH:4][CH:3]=1, predict the reactants needed to synthesize it. (3) Given the product [O:20]=[C:15]1[C:14]2[C:13]([C:22]3[CH:27]=[CH:26][C:25]([S:28]([NH2:31])(=[O:30])=[O:29])=[CH:24][CH:23]=3)=[N:12][N:11]([CH:8]3[CH2:7][CH2:6][C:5](=[O:4])[CH2:10][CH2:9]3)[C:19]=2[CH:18]=[CH:17][NH:16]1, predict the reactants needed to synthesize it. The reactants are: O1[C:5]2([CH2:10][CH2:9][CH:8]([N:11]3[C:19]4[CH:18]=[CH:17][N:16]=[C:15]([O:20]C)[C:14]=4[C:13]([C:22]4[CH:27]=[CH:26][C:25]([S:28]([NH2:31])(=[O:30])=[O:29])=[CH:24][CH:23]=4)=[N:12]3)[CH2:7][CH2:6]2)[O:4]CC1.C1COCC1.Cl.[OH-].[Na+]. (4) Given the product [NH2:1][C:2]1[S:3][C:4]2[CH:10]=[C:9]([C:11]#[N:12])[CH:8]=[C:7]([C:21]3[CH:20]=[CH:19][CH:18]=[C:17]([N+:14]([O-:16])=[O:15])[CH:22]=3)[C:5]=2[N:6]=1, predict the reactants needed to synthesize it. The reactants are: [NH2:1][C:2]1[S:3][C:4]2[CH:10]=[C:9]([C:11]#[N:12])[CH:8]=[C:7](Br)[C:5]=2[N:6]=1.[N+:14]([C:17]1[CH:18]=[C:19](B(O)O)[CH:20]=[CH:21][CH:22]=1)([O-:16])=[O:15].C1(P(C2C=CC=CC=2)C2C=CC=CC=2)C=CC=CC=1.C([O-])([O-])=O.[Na+].[Na+]. (5) The reactants are: [Cl:1][C:2]1[CH:3]=[C:4]([C:9]2([OH:20])[CH2:12][N:11](C(OC(C)(C)C)=O)[CH2:10]2)[CH:5]=[C:6]([F:8])[CH:7]=1.FC(F)(F)C(O)=O. Given the product [Cl:1][C:2]1[CH:3]=[C:4]([C:9]2([OH:20])[CH2:12][NH:11][CH2:10]2)[CH:5]=[C:6]([F:8])[CH:7]=1, predict the reactants needed to synthesize it. (6) Given the product [Br:20][C:21]1[CH:28]=[CH:27][C:24]([CH2:25][NH:26][C:3](=[O:4])[CH:2]([F:1])[CH2:6][C:7]2[CH:12]=[CH:11][C:10]([O:13][CH2:14][C:15]#[CH:16])=[C:9]([O:17][CH3:18])[CH:8]=2)=[CH:23][CH:22]=1, predict the reactants needed to synthesize it. The reactants are: [F:1][CH:2]([CH2:6][C:7]1[CH:12]=[CH:11][C:10]([O:13][CH2:14][C:15]#[CH:16])=[C:9]([O:17][CH3:18])[CH:8]=1)[C:3](Cl)=[O:4].Cl.[Br:20][C:21]1[CH:28]=[CH:27][C:24]([CH2:25][NH2:26])=[CH:23][CH:22]=1.C(N(CC)CC)C.CN(C1C=CC=CN=1)C.